This data is from Reaction yield outcomes from USPTO patents with 853,638 reactions. The task is: Predict the reaction yield, written as a fraction of the theoretical maximum amount of product (1.0 means a 100% yield; for example, 0.34 means a 34% yield). (1) The reactants are [C:1]([O:5][C:6]([N:8]1[CH2:13][CH2:12][N:11]([C:14]2[S:18][C:17]([C:19](O)=[O:20])=[CH:16][CH:15]=2)[CH2:10][CH2:9]1)=[O:7])([CH3:4])([CH3:3])[CH3:2].[C:22]([O:26][C:27]([NH:29][C:30]1[CH:35]=[CH:34][CH:33]=[CH:32][C:31]=1[NH2:36])=[O:28])([CH3:25])([CH3:24])[CH3:23].C(N(CC)CC)C. The catalyst is ClCCl. The product is [C:1]([O:5][C:6]([N:8]1[CH2:9][CH2:10][N:11]([C:14]2[S:18][C:17]([C:19]([NH:36][C:31]3[CH:32]=[CH:33][CH:34]=[CH:35][C:30]=3[NH:29][C:27]([O:26][C:22]([CH3:25])([CH3:24])[CH3:23])=[O:28])=[O:20])=[CH:16][CH:15]=2)[CH2:12][CH2:13]1)=[O:7])([CH3:3])([CH3:2])[CH3:4]. The yield is 0.300. (2) The reactants are Cl[C:2]1[N:7]2[N:8]=[C:9]([CH3:11])[CH:10]=[C:6]2[N:5]=[C:4]([NH:12][C:13]([C@@H:15]2[CH2:17][C@H:16]2[C:18]2[CH:23]=[CH:22][N:21]=[CH:20][CH:19]=2)=[O:14])[CH:3]=1.[NH:24]1[CH2:29][CH2:28][CH:27]([NH:30][C:31](=[O:33])[CH3:32])[CH2:26][CH2:25]1. The catalyst is CN1C(=O)CCC1.CS(C)=O.CO. The product is [C:31]([NH:30][CH:27]1[CH2:28][CH2:29][N:24]([C:2]2[N:7]3[N:8]=[C:9]([CH3:11])[CH:10]=[C:6]3[N:5]=[C:4]([NH:12][C:13]([CH:15]3[CH2:17][CH:16]3[C:18]3[CH:23]=[CH:22][N:21]=[CH:20][CH:19]=3)=[O:14])[CH:3]=2)[CH2:25][CH2:26]1)(=[O:33])[CH3:32]. The yield is 0.0900. (3) The reactants are [C:1]1([C:7]2[CH:8]=[C:9]([C:16]([OH:18])=[O:17])[S:10][C:11]=2[C:12]([F:15])([F:14])[F:13])[CH:6]=[CH:5][CH:4]=[CH:3][CH:2]=1.O/[N:20]=[C:21](/[C:23]1[CH:40]=[CH:39][C:26]([CH2:27][N:28]2[CH2:31][CH:30]([C:32]([O:34][C:35]([CH3:38])([CH3:37])[CH3:36])=[O:33])[CH2:29]2)=[CH:25][CH:24]=1)\[NH2:22].C1C=CC2N(O)N=NC=2C=1.CCN(C(C)C)C(C)C.C(Cl)CCl. The catalyst is CN(C)C=O. The product is [C:1]1([C:7]2[CH:8]=[C:9]([C:16]([O:18]/[N:20]=[C:21](/[C:23]3[CH:40]=[CH:39][C:26]([CH2:27][N:28]4[CH2:31][CH:30]([C:32]([O:34][C:35]([CH3:36])([CH3:38])[CH3:37])=[O:33])[CH2:29]4)=[CH:25][CH:24]=3)\[NH2:22])=[O:17])[S:10][C:11]=2[C:12]([F:14])([F:15])[F:13])[CH:2]=[CH:3][CH:4]=[CH:5][CH:6]=1. The yield is 0.890. (4) The reactants are [BH4-].[Na+].[CH3:3][CH:4]([CH3:16])[C:5](=[O:15])[CH2:6][CH2:7][NH:8][C:9]1[CH:14]=[CH:13][CH:12]=[CH:11][CH:10]=1. The catalyst is CO. The product is [CH3:3][CH:4]([CH3:16])[CH:5]([OH:15])[CH2:6][CH2:7][NH:8][C:9]1[CH:14]=[CH:13][CH:12]=[CH:11][CH:10]=1. The yield is 0.230. (5) The reactants are [Cl:1][C:2]1[CH:21]=[CH:20][C:5]([O:6][C:7]2[CH:19]=[CH:18][C:10]([O:11][CH:12]3[CH2:17][CH2:16][NH:15][CH2:14][CH2:13]3)=[CH:9][CH:8]=2)=[CH:4][CH:3]=1.Cl. The catalyst is O1CCOCC1. The product is [ClH:1].[Cl:1][C:2]1[CH:21]=[CH:20][C:5]([O:6][C:7]2[CH:19]=[CH:18][C:10]([O:11][CH:12]3[CH2:17][CH2:16][NH:15][CH2:14][CH2:13]3)=[CH:9][CH:8]=2)=[CH:4][CH:3]=1. The yield is 0.470. (6) The reactants are [O:1]=[C:2]1[C:11]2[C:6](=[CH:7][CH:8]=[CH:9][CH:10]=2)[N:5]=[C:4]([S:12][CH2:13][CH2:14][C:15]([O:17]C(C)(C)C)=[O:16])[NH:3]1.FC(F)(F)C(O)=O. The catalyst is C(Cl)Cl. The product is [O:1]=[C:2]1[C:11]2[C:6](=[CH:7][CH:8]=[CH:9][CH:10]=2)[N:5]=[C:4]([S:12][CH2:13][CH2:14][C:15]([OH:17])=[O:16])[NH:3]1. The yield is 0.970. (7) The reactants are [Si:1]([O:8][CH2:9][CH2:10][C@@H:11]([C:13]([OH:15])=[O:14])[NH2:12])([C:4]([CH3:7])([CH3:6])[CH3:5])([CH3:3])[CH3:2].CCN(CC)CC.[O:23](C(OC(C)(C)C)=O)[C:24]([O:26][C:27]([CH3:30])([CH3:29])[CH3:28])=O. The catalyst is C(Cl)Cl. The product is [C:27]([O:26][C:24]([NH:12][C@H:11]([C:13]([OH:15])=[O:14])[CH2:10][CH2:9][O:8][Si:1]([C:4]([CH3:6])([CH3:7])[CH3:5])([CH3:3])[CH3:2])=[O:23])([CH3:30])([CH3:29])[CH3:28]. The yield is 0.990.